Dataset: Forward reaction prediction with 1.9M reactions from USPTO patents (1976-2016). Task: Predict the product of the given reaction. Given the reactants O.O.O.O.O.O.[NH:7]1[CH2:12][CH2:11][NH:10][CH2:9][CH2:8]1.C(=O)([O-])[O-].[K+].[K+].Cl[CH2:20][CH2:21][O:22][CH:23]([C:30]1[CH:35]=[CH:34][CH:33]=[CH:32][CH:31]=1)[C:24]1[CH:29]=[CH:28][CH:27]=[CH:26][CH:25]=1, predict the reaction product. The product is: [C:30]1([CH:23]([C:24]2[CH:25]=[CH:26][CH:27]=[CH:28][CH:29]=2)[O:22][CH2:21][CH2:20][N:7]2[CH2:12][CH2:11][NH:10][CH2:9][CH2:8]2)[CH:31]=[CH:32][CH:33]=[CH:34][CH:35]=1.